This data is from Full USPTO retrosynthesis dataset with 1.9M reactions from patents (1976-2016). The task is: Predict the reactants needed to synthesize the given product. (1) The reactants are: [NH:1]1[C:5]2=[N:6][CH:7]=[CH:8][CH:9]=[C:4]2[CH:3]=[CH:2]1.[CH2:10]([N:12]1[C:16]([CH:17]=[O:18])=[CH:15][C:14]([NH:19][CH2:20][C:21]2[CH:26]=[CH:25][C:24]([F:27])=[CH:23][CH:22]=2)=[N:13]1)[CH3:11].[OH-].[K+].O.[CH3:31]O. Given the product [CH2:10]([N:12]1[C:16]([CH:17]([O:18][CH3:31])[C:3]2[C:4]3[C:5](=[N:6][CH:7]=[CH:8][CH:9]=3)[NH:1][CH:2]=2)=[CH:15][C:14]([NH:19][CH2:20][C:21]2[CH:22]=[CH:23][C:24]([F:27])=[CH:25][CH:26]=2)=[N:13]1)[CH3:11], predict the reactants needed to synthesize it. (2) Given the product [Br:1][C:2]1[CH:7]=[CH:6][C:5]([C:8](=[O:13])[CH2:9][CH2:10][CH2:11][N:14]2[CH2:19][CH2:18][CH:17]([C:20]3[CH:21]=[C:22]([NH:26][C:27](=[O:30])[CH2:28][CH3:29])[CH:23]=[CH:24][CH:25]=3)[CH2:16][CH2:15]2)=[CH:4][CH:3]=1, predict the reactants needed to synthesize it. The reactants are: [Br:1][C:2]1[CH:7]=[CH:6][C:5]([C:8](=[O:13])[CH2:9][CH2:10][CH2:11]Cl)=[CH:4][CH:3]=1.[NH:14]1[CH2:19][CH2:18][CH:17]([C:20]2[CH:21]=[C:22]([NH:26][C:27](=[O:30])[CH2:28][CH3:29])[CH:23]=[CH:24][CH:25]=2)[CH2:16][CH2:15]1. (3) Given the product [CH3:1][N:2]1[C:7](=[O:8])[CH:6]=[CH:5][C:4]([C:9](=[O:28])[CH2:10][CH:11]([C:19]2[CH:27]=[CH:26][C:22]([C:23]([NH:29][CH2:30][CH:31]([OH:36])[C:32]([F:35])([F:34])[F:33])=[O:25])=[CH:21][CH:20]=2)[C:12]2[CH:17]=[CH:16][CH:15]=[CH:14][C:13]=2[CH3:18])=[CH:3]1, predict the reactants needed to synthesize it. The reactants are: [CH3:1][N:2]1[C:7](=[O:8])[CH:6]=[CH:5][C:4]([C:9](=[O:28])[CH2:10][CH:11]([C:19]2[CH:27]=[CH:26][C:22]([C:23]([OH:25])=O)=[CH:21][CH:20]=2)[C:12]2[CH:17]=[CH:16][CH:15]=[CH:14][C:13]=2[CH3:18])=[CH:3]1.[NH2:29][CH2:30][CH:31]([OH:36])[C:32]([F:35])([F:34])[F:33].F[P-](F)(F)(F)(F)F.N1(O[P+](N(C)C)(N(C)C)N(C)C)C2C=CC=CC=2N=N1. (4) The reactants are: C(O)CCC.[NH2:6][C:7]1[CH:8]=[C:9]2[C:14](=[CH:15][CH:16]=1)[CH2:13][N:12](C(OC(C)(C)C)=O)[CH2:11][CH2:10]2.[Cl:24][C:25]1[O:26][C:27]2[CH:33]=[CH:32][CH:31]=[CH:30][C:28]=2[N:29]=1. Given the product [ClH:24].[O:26]1[C:27]2[CH:33]=[CH:32][CH:31]=[CH:30][C:28]=2[N:29]=[C:25]1[NH:6][C:7]1[CH:8]=[C:9]2[C:14](=[CH:15][CH:16]=1)[CH2:13][NH:12][CH2:11][CH2:10]2, predict the reactants needed to synthesize it. (5) Given the product [CH2:1]([C:4]1[CH:5]=[N:6][CH:7]=[CH:8][C:9]=1[C:22]#[C:21][C:18]1[CH:17]=[CH:16][C:15]([C:11]([CH3:14])([CH3:13])[CH3:12])=[CH:20][CH:19]=1)[CH:2]=[CH2:3], predict the reactants needed to synthesize it. The reactants are: [CH2:1]([C:4]1[CH:5]=[N:6][CH:7]=[CH:8][C:9]=1Br)[CH:2]=[CH2:3].[C:11]([C:15]1[CH:20]=[CH:19][C:18]([C:21]#[CH:22])=[CH:17][CH:16]=1)([CH3:14])([CH3:13])[CH3:12].C(N(CC)CC)C.CN(C)C=O. (6) The reactants are: [CH3:1][C:2]1([CH3:19])[C:10]2[C:5](=[CH:6][C:7]([N+:15]([O-:17])=[O:16])=[C:8]([NH:11]C(=O)C)[CH:9]=2)[NH:4][C:3]1=[O:18].I[CH2:21][C:22]([F:25])([F:24])[F:23].C([O-])([O-])=O.[K+].[K+]. Given the product [NH2:11][C:8]1[CH:9]=[C:10]2[C:5](=[CH:6][C:7]=1[N+:15]([O-:17])=[O:16])[N:4]([CH2:21][C:22]([F:25])([F:24])[F:23])[C:3](=[O:18])[C:2]2([CH3:1])[CH3:19], predict the reactants needed to synthesize it. (7) The reactants are: CO[C:3]([C@H:5]1[C@@H:10]([OH:11])[CH2:9][CH2:8][CH2:7][NH:6]1)=[O:4].C(N(C(C)C)C(C)C)C.[Cl:21][C:22]1[C:29]([CH3:30])=[C:28]([N:31]=[C:32]=[O:33])[CH:27]=[CH:26][C:23]=1[C:24]#[N:25].NC(N)=O.N1CC(=O)NC1=O. Given the product [Cl:21][C:22]1[C:29]([CH3:30])=[C:28]([N:31]2[C:3](=[O:4])[CH:5]3[CH:10]([OH:11])[CH2:9][CH2:8][CH2:7][N:6]3[C:32]2=[O:33])[CH:27]=[CH:26][C:23]=1[C:24]#[N:25], predict the reactants needed to synthesize it.